Predict the product of the given reaction. From a dataset of Forward reaction prediction with 1.9M reactions from USPTO patents (1976-2016). (1) Given the reactants [NH2:1][C:2]1[CH:7]=[CH:6][C:5]([OH:8])=[CH:4][C:3]=1[F:9].CC(C)([O-])C.[K+].Cl[C:17]1[CH:22]=[CH:21][N:20]=[C:19]2[CH:23]=[C:24]([C:26]3[N:31]=[CH:30][C:29]([CH2:32][N:33]([CH2:41][CH2:42][O:43][CH3:44])[C:34](=[O:40])[O:35][C:36]([CH3:39])([CH3:38])[CH3:37])=[CH:28][CH:27]=3)[S:25][C:18]=12.Cl, predict the reaction product. The product is: [NH2:1][C:2]1[CH:7]=[CH:6][C:5]([O:8][C:17]2[CH:22]=[CH:21][N:20]=[C:19]3[CH:23]=[C:24]([C:26]4[N:31]=[CH:30][C:29]([CH2:32][N:33]([CH2:41][CH2:42][O:43][CH3:44])[C:34](=[O:40])[O:35][C:36]([CH3:37])([CH3:38])[CH3:39])=[CH:28][CH:27]=4)[S:25][C:18]=23)=[CH:4][C:3]=1[F:9]. (2) Given the reactants [Cl:1][C:2]1[N:3]=[CH:4][N:5]([C:7]2[CH:12]=[CH:11][C:10]([NH:13][C:14]3[N:18]=[C:17]4[C:19]5([CH2:25][CH2:26][CH2:27][CH2:28][N:16]4[N:15]=3)SCCCS5)=[CH:9][C:8]=2[O:29][CH3:30])[CH:6]=1.C(=O)([O-])[O-:32].[Ca+2], predict the reaction product. The product is: [Cl:1][C:2]1[N:3]=[CH:4][N:5]([C:7]2[CH:12]=[CH:11][C:10]([NH:13][C:14]3[N:18]=[C:17]4[C:19](=[O:32])[CH2:25][CH2:26][CH2:27][CH2:28][N:16]4[N:15]=3)=[CH:9][C:8]=2[O:29][CH3:30])[CH:6]=1. (3) Given the reactants C([O:9][C:10]1[CH:15]=[CH:14][C:13]([C:16]2[C:25]([CH2:26][O:27][C:28]3[CH:33]=[C:32]([F:34])[CH:31]=[CH:30][C:29]=3[CH3:35])=[C:24]3[C:19]([NH:20][C:21]([CH3:39])([CH3:38])[C:22](=[O:37])[N:23]3[CH3:36])=[CH:18][CH:17]=2)=[C:12]([O:40][CH3:41])[CH:11]=1)(=O)C1C=CC=CC=1.O.Cl, predict the reaction product. The product is: [F:34][C:32]1[CH:31]=[CH:30][C:29]([CH3:35])=[C:28]([CH:33]=1)[O:27][CH2:26][C:25]1[C:16]([C:13]2[CH:14]=[CH:15][C:10]([OH:9])=[CH:11][C:12]=2[O:40][CH3:41])=[CH:17][CH:18]=[C:19]2[C:24]=1[N:23]([CH3:36])[C:22](=[O:37])[C:21]([CH3:39])([CH3:38])[NH:20]2. (4) Given the reactants C(O[CH:5](OC(=O)C)[C:6](=[O:24])[N:7]([CH2:19][CH2:20][N:21]([CH3:23])[CH3:22])[CH2:8][C:9]1[CH:14]=[CH:13][CH:12]=[CH:11][C:10]=1[C:15]([F:18])([F:17])[F:16])(=O)C.C(O)(=O)C.[CH2:33]([N:36]1[CH2:45][CH2:44][C:43]2[C:38](=[CH:39][CH:40]=[CH:41][C:42]=2[NH2:46])[CH2:37]1)[CH2:34][CH3:35].[BH3-]C#N.[Na+], predict the reaction product. The product is: [CH3:23][N:21]([CH3:22])[CH2:20][CH2:19][N:7]([CH2:8][C:9]1[CH:14]=[CH:13][CH:12]=[CH:11][C:10]=1[C:15]([F:16])([F:17])[F:18])[C:6](=[O:24])[CH2:5][NH:46][C:42]1[CH:41]=[CH:40][CH:39]=[C:38]2[C:43]=1[CH2:44][CH2:45][N:36]([CH2:33][CH2:34][CH3:35])[CH2:37]2. (5) Given the reactants Cl.[NH2:2][CH2:3][C:4]1[CH:11]=[CH:10][C:7]([C:8]#[N:9])=[CH:6][CH:5]=1.Br[C:13]1[CH:22]=[N:21][CH:20]=[CH:19][C:14]=1[C:15]([O:17][CH3:18])=[O:16], predict the reaction product. The product is: [C:8]([C:7]1[CH:10]=[CH:11][C:4]([CH2:3][NH:2][C:19]2[CH:20]=[N:21][CH:22]=[CH:13][C:14]=2[C:15]([O:17][CH3:18])=[O:16])=[CH:5][CH:6]=1)#[N:9]. (6) Given the reactants [C:1](=O)([O-])[O-].[K+].[K+].[CH3:7][O:8][C:9]([C:11]1[S:12][CH:13]=[CH:14][C:15]=1[S:16](=[O:28])(=[O:27])[NH:17][CH2:18][CH2:19][C:20]1[CH:25]=[CH:24][C:23]([F:26])=[CH:22][CH:21]=1)=[O:10].CI, predict the reaction product. The product is: [CH3:7][O:8][C:9]([C:11]1[S:12][CH:13]=[CH:14][C:15]=1[S:16](=[O:27])(=[O:28])[N:17]([CH2:18][CH2:19][C:20]1[CH:21]=[CH:22][C:23]([F:26])=[CH:24][CH:25]=1)[CH3:1])=[O:10].